This data is from Catalyst prediction with 721,799 reactions and 888 catalyst types from USPTO. The task is: Predict which catalyst facilitates the given reaction. Product: [ClH:28].[NH:1]1[C:9]2[C:4](=[CH:5][CH:6]=[CH:7][CH:8]=2)[C:3]([CH2:10][CH:11]=[CH:12][CH:13]2[CH2:18][CH2:17][C:16]([N:25]([CH3:27])[CH3:26])([C:19]3[CH:24]=[CH:23][CH:22]=[CH:21][CH:20]=3)[CH2:15][CH2:14]2)=[CH:2]1. The catalyst class is: 131. Reactant: [NH:1]1[C:9]2[C:4](=[CH:5][CH:6]=[CH:7][CH:8]=2)[C:3]([CH2:10][CH:11]=[CH:12][CH:13]2[CH2:18][CH2:17][C:16]([N:25]([CH3:27])[CH3:26])([C:19]3[CH:24]=[CH:23][CH:22]=[CH:21][CH:20]=3)[CH2:15][CH2:14]2)=[CH:2]1.[Cl:28][Si](C)(C)C.C(OCC)C.Cl.